This data is from Reaction yield outcomes from USPTO patents with 853,638 reactions. The task is: Predict the reaction yield, written as a fraction of the theoretical maximum amount of product (1.0 means a 100% yield; for example, 0.34 means a 34% yield). (1) The reactants are Br[C:2]1[CH:7]=[CH:6][C:5]([CH3:8])=[CH:4][CH:3]=1.[C:9]1(B(O)O)[CH:14]=[CH:13]C=[CH:11][CH:10]=1.[C:18](=O)([O-])[O-].[K+].[K+]. The catalyst is [Pd].C1(C)C(C)=CC=CC=1. The product is [CH3:18][C:2]1[CH:7]=[CH:6][C:5]([C:8]2[CH:13]=[CH:14][CH:9]=[CH:10][CH:11]=2)=[CH:4][CH:3]=1. The yield is 0.990. (2) The reactants are [Cl:1][C:2]1[CH:3]=[N:4][C:5]2[C:10]([C:11]=1[N:12]1[CH2:17][CH2:16][N:15]([CH2:18][CH2:19][NH2:20])[CH2:14][CH2:13]1)=[CH:9][C:8]([O:21][CH3:22])=[CH:7][CH:6]=2.[O-]S([O-])(=O)=O.[Na+].[Na+].[O:30]=[C:31]1[NH:36][C:35]2[N:37]=[C:38]([CH:41]=O)[CH:39]=[CH:40][C:34]=2[S:33][CH2:32]1.[BH4-].[Na+]. The catalyst is C(Cl)Cl.CCO.C(Cl)(Cl)Cl.CO. The product is [Cl:1][C:2]1[CH:3]=[N:4][C:5]2[C:10]([C:11]=1[N:12]1[CH2:17][CH2:16][N:15]([CH2:18][CH2:19][NH:20][CH2:41][C:38]3[CH:39]=[CH:40][C:34]4[S:33][CH2:32][C:31](=[O:30])[NH:36][C:35]=4[N:37]=3)[CH2:14][CH2:13]1)=[CH:9][C:8]([O:21][CH3:22])=[CH:7][CH:6]=2. The yield is 0.570.